Dataset: Forward reaction prediction with 1.9M reactions from USPTO patents (1976-2016). Task: Predict the product of the given reaction. (1) Given the reactants Br[C:2]1[CH:35]=[CH:34][C:5]([CH2:6][C:7]2[N:8]([C:20]3[CH:25]=[CH:24][C:23]([N:26]4[S:30](=[O:32])(=[O:31])[NH:29][C:28](=[O:33])[CH2:27]4)=[CH:22][CH:21]=3)[CH:9]=[C:10]([C:12]3[CH:17]=[CH:16][C:15]([Cl:18])=[CH:14][C:13]=3[Cl:19])[N:11]=2)=[CH:4][CH:3]=1.[CH:36]([C:39]1[CH:40]=[C:41](B(O)O)[CH:42]=[CH:43][CH:44]=1)([CH3:38])[CH3:37], predict the reaction product. The product is: [Cl:19][C:13]1[CH:14]=[C:15]([Cl:18])[CH:16]=[CH:17][C:12]=1[C:10]1[N:11]=[C:7]([CH2:6][C:5]2[CH:34]=[CH:35][C:2]([C:43]3[CH:42]=[CH:41][CH:40]=[C:39]([CH:36]([CH3:38])[CH3:37])[CH:44]=3)=[CH:3][CH:4]=2)[N:8]([C:20]2[CH:21]=[CH:22][C:23]([N:26]3[S:30](=[O:31])(=[O:32])[NH:29][C:28](=[O:33])[CH2:27]3)=[CH:24][CH:25]=2)[CH:9]=1. (2) The product is: [F:31][C:25]1[CH:26]=[C:27]([F:30])[CH:28]=[CH:29][C:24]=1[C:19]1[CH:20]=[CH:21][C:5]2[O:4][C:2](=[O:3])[N:14]([C:10]3[CH:11]=[CH:12][CH:13]=[C:8]([C:6]#[CH:7])[CH:9]=3)[C:15](=[O:16])[C:17]=2[CH:18]=1. Given the reactants Cl[C:2]([O:4][CH3:5])=[O:3].[C:6]([C:8]1[CH:9]=[C:10]([NH:14][C:15]([C:17]2[CH:18]=[C:19]([C:24]3[CH:29]=[CH:28][C:27]([F:30])=[CH:26][C:25]=3[F:31])[CH:20]=[CH:21]C=2O)=[O:16])[CH:11]=[CH:12][CH:13]=1)#[CH:7].Cl, predict the reaction product. (3) Given the reactants [CH3:1][C:2]1([CH3:20])[C:10]2[C:5](=[CH:6][C:7]([N:11]3[CH2:16][CH2:15][O:14][CH2:13][CH2:12]3)=[CH:8][CH:9]=2)[N:4](C(=O)C)[CH2:3]1.Cl.C([O-])(O)=O.[Na+], predict the reaction product. The product is: [CH3:1][C:2]1([CH3:20])[C:10]2[C:5](=[CH:6][C:7]([N:11]3[CH2:16][CH2:15][O:14][CH2:13][CH2:12]3)=[CH:8][CH:9]=2)[NH:4][CH2:3]1. (4) The product is: [F:17][C:14]1[CH:13]=[CH:12][CH:11]=[C:10]2[C:15]=1[CH:16]=[C:8]([C:6]1[N:7]=[C:2]([C:40]3[C:41]([N:43]([CH3:48])[S:44]([CH3:47])(=[O:46])=[O:45])=[CH:42][C:32]4[O:31][C:30]([C:27]5[CH:28]=[CH:29][C:24]([F:23])=[CH:25][CH:26]=5)=[C:34]([C:35]([NH:36][CH3:37])=[O:38])[C:33]=4[CH:39]=3)[CH:3]=[CH:4][C:5]=1[CH:18]=[CH:19][CH2:20][CH2:21][OH:22])[NH:9]2. Given the reactants Cl[C:2]1[N:7]=[C:6]([C:8]2[NH:9][C:10]3[C:15]([CH:16]=2)=[C:14]([F:17])[CH:13]=[CH:12][CH:11]=3)[C:5]([CH:18]=[CH:19][CH2:20][CH2:21][OH:22])=[CH:4][CH:3]=1.[F:23][C:24]1[CH:29]=[CH:28][C:27]([C:30]2[O:31][C:32]3[CH:42]=[C:41]([N:43]([CH3:48])[S:44]([CH3:47])(=[O:46])=[O:45])[C:40](B(O)O)=[CH:39][C:33]=3[C:34]=2[C:35](=[O:38])[NH:36][CH3:37])=[CH:26][CH:25]=1.C([O-])([O-])=O.[Na+].[Na+], predict the reaction product. (5) Given the reactants [Br:1][C:2]1[CH:3]=[CH:4][C:5]([NH2:10])=[N:6][C:7]=1[CH2:8][CH3:9].[N+:11]([O-])([OH:13])=[O:12].[OH-].[Na+], predict the reaction product. The product is: [Br:1][C:2]1[CH:3]=[C:4]([N+:11]([O-:13])=[O:12])[C:5]([NH2:10])=[N:6][C:7]=1[CH2:8][CH3:9]. (6) The product is: [Cl:22][C:23]1[CH:24]=[C:25]([C:31]([F:35])([F:36])[C:32]([NH:2][CH2:3][C:4]2[CH:5]=[C:6]3[C:10](=[CH:11][CH:12]=2)[C:9](=[O:13])[N:8]([CH:14]2[CH2:19][CH2:18][C:17](=[O:20])[NH:16][C:15]2=[O:21])[CH2:7]3)=[O:33])[CH:26]=[CH:27][C:28]=1[O:29][CH3:30]. Given the reactants Cl.[NH2:2][CH2:3][C:4]1[CH:5]=[C:6]2[C:10](=[CH:11][CH:12]=1)[C:9](=[O:13])[N:8]([CH:14]1[CH2:19][CH2:18][C:17](=[O:20])[NH:16][C:15]1=[O:21])[CH2:7]2.[Cl:22][C:23]1[CH:24]=[C:25]([C:31]([F:36])([F:35])[C:32](O)=[O:33])[CH:26]=[CH:27][C:28]=1[O:29][CH3:30].F[P-](F)(F)(F)(F)F.CN(C(N(C)C)=[N+]1C2C(=NC=CC=2)[N+]([O-])=N1)C.C(N(C(C)C)CC)(C)C, predict the reaction product. (7) Given the reactants [Cl-].[CH2:2]([O:4][CH2:5][N+:6]1([CH3:11])[CH2:10][CH2:9][CH2:8][CH2:7]1)[CH3:3].[F:12][P-:13]([F:18])([F:17])([F:16])([F:15])[F:14].[Na+].C(Cl)(Cl)Cl, predict the reaction product. The product is: [F:12][P-:13]([F:18])([F:17])([F:16])([F:15])[F:14].[CH2:2]([O:4][CH2:5][N+:6]1([CH3:11])[CH2:10][CH2:9][CH2:8][CH2:7]1)[CH3:3].